Dataset: Forward reaction prediction with 1.9M reactions from USPTO patents (1976-2016). Task: Predict the product of the given reaction. (1) Given the reactants [NH2:1][C:2]1[CH:3]=[C:4]2[C:8](=[CH:9][CH:10]=1)[NH:7][N:6]=[C:5]2[NH:11][S:12]([CH3:15])(=[O:14])=[O:13].[F:16][C:17]1[CH:18]=[C:19]([S:23](Cl)(=[O:25])=[O:24])[CH:20]=[CH:21][CH:22]=1, predict the reaction product. The product is: [F:16][C:17]1[CH:18]=[C:19]([S:23]([NH:1][C:2]2[CH:3]=[C:4]3[C:8](=[CH:9][CH:10]=2)[NH:7][N:6]=[C:5]3[NH:11][S:12]([CH3:15])(=[O:14])=[O:13])(=[O:25])=[O:24])[CH:20]=[CH:21][CH:22]=1. (2) Given the reactants [CH2:1]([O:8][C:9](=[O:34])[NH:10][CH2:11][CH:12]1[CH2:17][CH2:16][CH2:15][CH:14]([N:18]2[C:27]3[CH:26]=[CH:25][CH:24]=[C:23]([Cl:28])[C:22]=3[C:21]3=[N:29][O:30][C:31]([CH3:32])=[C:20]3[C:19]2=[O:33])[CH2:13]1)[C:2]1[CH:7]=[CH:6][CH:5]=[CH:4][CH:3]=1, predict the reaction product. The product is: [CH2:1]([O:8][C:9](=[O:34])[NH:10][CH2:11][CH:12]1[CH2:17][CH2:16][CH2:15][CH:14]([N:18]2[C:27]3[C:22](=[C:23]([Cl:28])[CH:24]=[CH:25][CH:26]=3)[C:21]([NH2:29])=[C:20]([C:31](=[O:30])[CH3:32])[C:19]2=[O:33])[CH2:13]1)[C:2]1[CH:7]=[CH:6][CH:5]=[CH:4][CH:3]=1. (3) Given the reactants [CH3:1][C:2]([C:4]1[CH:9]=[CH:8][CH:7]=[CH:6][CH:5]=1)=[CH2:3].[Al+3].[Cl-].[Cl-].[Cl-].Cl[CH2:15]Cl, predict the reaction product. The product is: [CH2:15]1[C:5]2[C:4](=[CH:9][CH:8]=[CH:7][CH:6]=2)[CH2:2][CH2:3]1.[CH3:3][C:2]([C:4]1[CH:9]=[CH:8][CH:7]=[CH:6][CH:5]=1)=[CH2:1]. (4) Given the reactants [CH2:1]1[NH:6][CH2:5][CH2:4][N:3]2[CH2:7][CH2:8][CH2:9][CH2:10][CH:2]12.[C:11]([O:15][CH2:16][CH3:17])(=[O:14])[CH:12]=[CH2:13], predict the reaction product. The product is: [CH2:1]1[N:6]([CH2:13][CH2:12][C:11]([O:15][CH2:16][CH3:17])=[O:14])[CH2:5][CH2:4][N:3]2[CH2:7][CH2:8][CH2:9][CH2:10][CH:2]12.